Dataset: Catalyst prediction with 721,799 reactions and 888 catalyst types from USPTO. Task: Predict which catalyst facilitates the given reaction. (1) Reactant: [Cl:1][C:2]1[C:3](I)=[N:4][C:5]([Cl:8])=[CH:6][CH:7]=1.C([Sn](CCCC)(CCCC)[C:15]1[CH:20]=[CH:19][CH:18]=[CH:17][N:16]=1)CCC. Product: [Cl:1][C:2]1[C:3]([C:15]2[CH:20]=[CH:19][CH:18]=[CH:17][N:16]=2)=[N:4][C:5]([Cl:8])=[CH:6][CH:7]=1. The catalyst class is: 11. (2) Reactant: [OH:1][C:2]1[CH:3]=[C:4]2[C:9](=[CH:10][CH:11]=1)[CH:8]=[C:7]([CH:12]=[O:13])[CH:6]=[CH:5]2.C(=O)([O-])[O-].[Cs+].[Cs+].S(C1C=CC(C)=CC=1)(O[CH2:24][CH2:25][CH2:26][F:27])(=O)=O. Product: [F:27][CH:26]([O:1][C:2]1[CH:3]=[C:4]2[C:9](=[CH:10][CH:11]=1)[CH:8]=[C:7]([CH:12]=[O:13])[CH:6]=[CH:5]2)[CH2:25][CH3:24]. The catalyst class is: 10. (3) Reactant: [C:1]([O:5][C:6](=[O:17])[NH:7][CH:8]([C:11]1[CH:16]=[CH:15][CH:14]=[CH:13][CH:12]=1)[CH2:9]O)([CH3:4])([CH3:3])[CH3:2].[C:18]1(=[O:28])[NH:22][C:21](=[O:23])[C:20]2=[CH:24][CH:25]=[CH:26][CH:27]=[C:19]12.C1(P(C2C=CC=CC=2)C2C=CC=CC=2)C=CC=CC=1.N(C(OCC)=O)=NC(OCC)=O. Product: [C:1]([O:5][C:6](=[O:17])[NH:7][C@H:8]([C:11]1[CH:16]=[CH:15][CH:14]=[CH:13][CH:12]=1)[CH2:9][N:22]1[C:18](=[O:28])[C:19]2[C:20](=[CH:24][CH:25]=[CH:26][CH:27]=2)[C:21]1=[O:23])([CH3:4])([CH3:3])[CH3:2]. The catalyst class is: 1. (4) Reactant: [F:1][C:2]1[C:10]2[N:9]([C@@H:11]3[C:15]4[CH:16]=[CH:17][C:18]([F:20])=[CH:19][C:14]=4[O:13][C@H:12]3[CH2:21][NH:22][CH3:23])[C:8](=[O:24])[N:7]([CH:25]([CH3:27])[CH3:26])[C:6]=2[CH:5]=[CH:4][CH:3]=1.[ClH:28]. Product: [ClH:28].[F:1][C:2]1[C:10]2[N:9]([C@@H:11]3[C:15]4[CH:16]=[CH:17][C:18]([F:20])=[CH:19][C:14]=4[O:13][C@H:12]3[CH2:21][NH:22][CH3:23])[C:8](=[O:24])[N:7]([CH:25]([CH3:27])[CH3:26])[C:6]=2[CH:5]=[CH:4][CH:3]=1. The catalyst class is: 5.